Task: Predict the reaction yield, written as a fraction of the theoretical maximum amount of product (1.0 means a 100% yield; for example, 0.34 means a 34% yield).. Dataset: Reaction yield outcomes from USPTO patents with 853,638 reactions The reactants are [F:1][C:2]([F:25])([F:24])[CH2:3][O:4][C:5]1[CH:10]=[CH:9][C:8]([C:11](=O)[CH2:12][C:13](=O)[C:14]([F:17])([F:16])[F:15])=[CH:7][C:6]=1[C:20]([F:23])([F:22])[F:21].[NH2:26][C:27]1[N:28]=[CH:29][NH:30][C:31]=1[C:32]#[N:33]. No catalyst specified. The product is [F:1][C:2]([F:25])([F:24])[CH2:3][O:4][C:5]1[CH:10]=[CH:9][C:8]([C:11]2[CH:12]=[C:13]([C:14]([F:17])([F:16])[F:15])[N:28]3[CH:29]=[N:30][C:31]([C:32]#[N:33])=[C:27]3[N:26]=2)=[CH:7][C:6]=1[C:20]([F:23])([F:22])[F:21]. The yield is 0.400.